This data is from HIV replication inhibition screening data with 41,000+ compounds from the AIDS Antiviral Screen. The task is: Binary Classification. Given a drug SMILES string, predict its activity (active/inactive) in a high-throughput screening assay against a specified biological target. The molecule is CC(=O)NN(c1ccccc1)C1CCN(c2ccccc2)N1C(C)=O. The result is 0 (inactive).